Dataset: Forward reaction prediction with 1.9M reactions from USPTO patents (1976-2016). Task: Predict the product of the given reaction. (1) Given the reactants [CH3:1][N:2]([O:21][CH3:22])[C:3](=[O:20])[CH2:4][C@@H:5]1[CH2:10][CH2:9][N:8](C(OC(C)(C)C)=O)[CH2:7][C@@H:6]1[CH:18]=[CH2:19].FC(F)(F)C(O)=O, predict the reaction product. The product is: [CH3:1][N:2]([O:21][CH3:22])[C:3](=[O:20])[CH2:4][C@@H:5]1[CH2:10][CH2:9][NH:8][CH2:7][C@@H:6]1[CH:18]=[CH2:19]. (2) Given the reactants [NH2:1][CH2:2][CH2:3][C:4]1[C:12]2[C:7](=[CH:8][CH:9]=[CH:10][CH:11]=2)[NH:6][CH:5]=1.[Cl:13][C:14]1[CH:21]=[CH:20][C:17]([CH:18]=O)=[CH:16][CH:15]=1.FC(F)(F)C(O)=O, predict the reaction product. The product is: [Cl:13][C:14]1[CH:21]=[CH:20][C:17]([CH:18]2[C:5]3[NH:6][C:7]4[C:12](=[CH:11][CH:10]=[CH:9][CH:8]=4)[C:4]=3[CH2:3][CH2:2][NH:1]2)=[CH:16][CH:15]=1. (3) The product is: [Cl:25][C:26]1[S:30][C:6]([NH:3][C:4](=[O:15])[O:38][C:34]([CH3:37])([CH3:36])[CH3:35])=[CH:7][CH:27]=1. Given the reactants C([N:3]([CH2:6][CH3:7])[CH2:4]C)C.C1(P(N=[N+]=[N-])(C2C=CC=CC=2)=[O:15])C=CC=CC=1.[Cl:25][C:26]1[S:30]C(C(O)=O)=C[CH:27]=1.[C:34]([OH:38])([CH3:37])([CH3:36])[CH3:35], predict the reaction product. (4) Given the reactants [N+:1]([C:4]1[CH:12]=[CH:11][C:7]([C:8](Cl)=[O:9])=[CH:6][CH:5]=1)([O-:3])=[O:2].[CH2:13]([O:20][C:21](=[O:45])[CH2:22][C@:23]1([C:35]([O:37][CH2:38][C:39]2[CH:44]=[CH:43][CH:42]=[CH:41][CH:40]=2)=[O:36])[O:27][N:26]=[C:25]([C:28]2[CH:33]=[CH:32][CH:31]=[C:30]([OH:34])[CH:29]=2)[CH2:24]1)[C:14]1[CH:19]=[CH:18][CH:17]=[CH:16][CH:15]=1.C(OCC)(=O)C.Cl, predict the reaction product. The product is: [CH2:13]([O:20][C:21](=[O:45])[CH2:22][C@:23]1([C:35]([O:37][CH2:38][C:39]2[CH:40]=[CH:41][CH:42]=[CH:43][CH:44]=2)=[O:36])[O:27][N:26]=[C:25]([C:28]2[CH:33]=[CH:32][CH:31]=[C:30]([O:34][C:8](=[O:9])[C:7]3[CH:6]=[CH:5][C:4]([N+:1]([O-:3])=[O:2])=[CH:12][CH:11]=3)[CH:29]=2)[CH2:24]1)[C:14]1[CH:19]=[CH:18][CH:17]=[CH:16][CH:15]=1. (5) Given the reactants Br[C:2]1[C:3](C2C=CN=CC=2)=[N:4][N:5]([CH:7]2[CH2:12][CH2:11][N:10]([C:13]([O:15][CH2:16][C:17]3[CH:22]=[CH:21][CH:20]=[CH:19][CH:18]=3)=[O:14])[CH2:9][CH2:8]2)[CH:6]=1.[CH2:29]([O:36]/[N:37]=[C:38]1\[CH2:39][CH2:40][C:41]2[C:46]\1=[CH:45][CH:44]=[C:43](B(O)O)[CH:42]=2)[C:30]1[CH:35]=[CH:34][CH:33]=[CH:32][CH:31]=1.C(=O)([O-])[O-].[K+].[K+], predict the reaction product. The product is: [CH2:29]([O:36]/[N:37]=[C:38]1\[CH2:39][CH2:40][C:41]2[C:46]\1=[CH:45][CH:44]=[C:43]([C:2]1[CH:3]=[N:4][N:5]([CH:7]3[CH2:8][CH2:9][N:10]([C:13]([O:15][CH2:16][C:17]4[CH:22]=[CH:21][CH:20]=[CH:19][CH:18]=4)=[O:14])[CH2:11][CH2:12]3)[C:6]=1[C:7]1[CH:12]=[CH:11][N:10]=[CH:9][CH:8]=1)[CH:42]=2)[C:30]1[CH:35]=[CH:34][CH:33]=[CH:32][CH:31]=1. (6) The product is: [C:1]1(=[N:7][OH:8])[CH2:6][CH2:5][CH2:4][CH2:3][CH2:2]1.[C:9]1(=[O:10])[NH:7][CH2:1][CH2:2][CH2:3][CH2:4][CH2:5]1. Given the reactants [C:1]1(=[N:7][OH:8])[CH2:6][CH2:5][CH2:4][CH2:3][CH2:2]1.[CH3:9][OH:10], predict the reaction product.